Dataset: Forward reaction prediction with 1.9M reactions from USPTO patents (1976-2016). Task: Predict the product of the given reaction. (1) Given the reactants CCCC[N+:5](CCCC)(CCCC)CCCC.[F-].[C:19]([C:23]1[CH:24]=[C:25]([NH:35][C:36]([NH:38][C@@H:39]2[C:48]3[C:43](=[CH:44][CH:45]=[CH:46][CH:47]=3)[C@H:42]([O:49][C:50]3[CH:51]=[CH:52][C:53]4[N:54]([C:56]([N:59]5[CH2:64][CH2:63][CH:62]([O:65][Si](C(C)C)(C(C)C)C(C)C)[CH2:61][CH2:60]5)=[N:57][N:58]=4)[CH:55]=3)[CH2:41][CH2:40]2)=[O:37])[N:26]([C:28]2[CH:33]=[CH:32][C:31]([CH3:34])=[CH:30][CH:29]=2)[N:27]=1)([CH3:22])([CH3:21])[CH3:20], predict the reaction product. The product is: [NH4+:5].[OH-:37].[C:19]([C:23]1[CH:24]=[C:25]([NH:35][C:36]([NH:38][C@@H:39]2[C:48]3[C:43](=[CH:44][CH:45]=[CH:46][CH:47]=3)[C@H:42]([O:49][C:50]3[CH:51]=[CH:52][C:53]4[N:54]([C:56]([N:59]5[CH2:64][CH2:63][CH:62]([OH:65])[CH2:61][CH2:60]5)=[N:57][N:58]=4)[CH:55]=3)[CH2:41][CH2:40]2)=[O:37])[N:26]([C:28]2[CH:33]=[CH:32][C:31]([CH3:34])=[CH:30][CH:29]=2)[N:27]=1)([CH3:22])([CH3:20])[CH3:21]. (2) The product is: [OH:33][C:30]1([CH2:34][CH2:35][N:36]2[CH2:41][CH2:40][C@H:39]([OH:42])[C@@H:38]([CH3:43])[CH2:37]2)[CH2:31][CH2:32][CH:27]([NH:26][C:23]([C:17]2[NH:18][C:19]3[C:15]([CH:16]=2)=[C:14]([O:13][CH2:12][C:9]2[C:8]4[C:3]([O:2][CH3:1])=[CH:4][CH:5]=[CH:6][C:7]=4[O:11][CH:10]=2)[CH:22]=[CH:21][CH:20]=3)=[O:25])[CH2:28][CH2:29]1. Given the reactants [CH3:1][O:2][C:3]1[C:8]2[C:9]([CH2:12][O:13][C:14]3[CH:22]=[CH:21][CH:20]=[C:19]4[C:15]=3[CH:16]=[C:17]([C:23]([OH:25])=O)[NH:18]4)=[CH:10][O:11][C:7]=2[CH:6]=[CH:5][CH:4]=1.[NH2:26][CH:27]1[CH2:32][CH2:31][C:30]([CH2:34][CH2:35][N:36]2[CH2:41][CH2:40][C@H:39]([OH:42])[C@@H:38]([CH3:43])[CH2:37]2)([OH:33])[CH2:29][CH2:28]1, predict the reaction product. (3) Given the reactants [Br:1][C:2]1[CH:7]=[CH:6][C:5]([CH2:8][CH2:9][NH:10][CH3:11])=[C:4]([CH2:12][CH3:13])[CH:3]=1.[N:14]([C:17]1[CH:18]=[C:19]([CH:22]=[CH:23][CH:24]=1)[C:20]#[N:21])=[C:15]=[O:16], predict the reaction product. The product is: [Br:1][C:2]1[CH:7]=[CH:6][C:5]([CH2:8][CH2:9][N:10]([CH3:11])[C:15]([NH:14][C:17]2[CH:24]=[CH:23][CH:22]=[C:19]([C:20]#[N:21])[CH:18]=2)=[O:16])=[C:4]([CH2:12][CH3:13])[CH:3]=1. (4) Given the reactants [F:1][C:2]1[C:3]([N+:9]([O-:11])=[O:10])=[C:4]([OH:8])[CH:5]=[CH:6][CH:7]=1.[CH3:12]O, predict the reaction product. The product is: [F:1][C:2]1[CH:7]=[CH:6][CH:5]=[C:4]([O:8][CH3:12])[C:3]=1[N+:9]([O-:11])=[O:10]. (5) Given the reactants [NH2:1][C:2]1[N:7]=[CH:6][C:5]([N+:8]([O-])=O)=[CH:4][N:3]=1.Br[C:12]1[CH:17]=[CH:16][C:15]([S:18]([CH2:21][CH2:22][CH2:23][N:24]2[CH2:28][CH2:27][CH2:26][CH2:25]2)(=[O:20])=[O:19])=[CH:14][CH:13]=1.CC1(C)C2C(=C(P(C3C=CC=CC=3)C3C=CC=CC=3)C=CC=2)OC2C(P(C3C=CC=CC=3)C3C=CC=CC=3)=CC=CC1=2.C([O-])([O-])=O.[Cs+].[Cs+], predict the reaction product. The product is: [N:24]1([CH2:23][CH2:22][CH2:21][S:18]([C:15]2[CH:16]=[CH:17][C:12]([NH:1][C:2]3[N:7]=[CH:6][C:5]([NH2:8])=[CH:4][N:3]=3)=[CH:13][CH:14]=2)(=[O:19])=[O:20])[CH2:28][CH2:27][CH2:26][CH2:25]1. (6) Given the reactants [O:1]1[C:5]2([CH2:10][CH2:9][NH:8][CH2:7][CH2:6]2)[O:4][CH2:3][CH2:2]1.Cl[C:12]1[N:17]=[CH:16][C:15]([CH2:18][CH3:19])=[CH:14][N:13]=1, predict the reaction product. The product is: [CH2:18]([C:15]1[CH:14]=[N:13][C:12]([N:8]2[CH2:9][CH2:10][C:5]3([O:4][CH2:3][CH2:2][O:1]3)[CH2:6][CH2:7]2)=[N:17][CH:16]=1)[CH3:19].